Dataset: Reaction yield outcomes from USPTO patents with 853,638 reactions. Task: Predict the reaction yield, written as a fraction of the theoretical maximum amount of product (1.0 means a 100% yield; for example, 0.34 means a 34% yield). (1) The reactants are [F:1][C:2]1[CH:9]=[CH:8][C:7]([C:10]2[CH:15]=[C:14]([NH:16][CH2:17][CH2:18][C:19]3[CH:24]=[CH:23][C:22]([O:25][CH3:26])=[CH:21][CH:20]=3)[N:13]=[C:12]([O:27][CH3:28])[N:11]=2)=[CH:6][C:3]=1[CH:4]=O.[CH3:29][O:30][CH2:31][CH2:32][NH2:33].C(O[BH-](OC(=O)C)OC(=O)C)(=O)C.[Na+].[ClH:48]. The yield is 0.750. The product is [ClH:48].[F:1][C:2]1[CH:9]=[CH:8][C:7]([C:10]2[N:11]=[C:12]([O:27][CH3:28])[N:13]=[C:14]([NH:16][CH2:17][CH2:18][C:19]3[CH:20]=[CH:21][C:22]([O:25][CH3:26])=[CH:23][CH:24]=3)[CH:15]=2)=[CH:6][C:3]=1[CH2:4][NH:33][CH2:32][CH2:31][O:30][CH3:29]. The catalyst is C(Cl)Cl.CCOC(C)=O. (2) The reactants are [CH2:1]([CH:3]([O:6][C:7]1[CH:15]=[CH:14][C:13]([N+:16]([O-:18])=[O:17])=[CH:12][C:8]=1[C:9]([OH:11])=[O:10])[CH2:4][CH3:5])[CH3:2].S(Cl)(Cl)=O.[CH3:23]O. No catalyst specified. The product is [CH2:1]([CH:3]([O:6][C:7]1[CH:15]=[CH:14][C:13]([N+:16]([O-:18])=[O:17])=[CH:12][C:8]=1[C:9]([O:11][CH3:23])=[O:10])[CH2:4][CH3:5])[CH3:2]. The yield is 1.00.